From a dataset of Catalyst prediction with 721,799 reactions and 888 catalyst types from USPTO. Predict which catalyst facilitates the given reaction. (1) Reactant: [CH3:1][O:2][CH2:3][O:4][C:5]1[C:9]([C:10]([O:12][CH2:13][CH3:14])=[O:11])=[CH:8][N:7](C(OC(C)(C)C)=O)[N:6]=1.O.[OH-].[Li+].O1CCCC1.CO. Product: [CH3:1][O:2][CH2:3][O:4][C:5]1[C:9]([C:10]([O:12][CH2:13][CH3:14])=[O:11])=[CH:8][NH:7][N:6]=1. The catalyst class is: 6. (2) Reactant: CC1(C)[O:7][C@H:6]2[C@@H:8]([OH:13])[C@@H:9]([OH:12])[CH2:10][O:11][C@@H:5]2[CH2:4][O:3]1.Cl. Product: [OH:3][CH2:4][C@@H:5]1[C@@H:6]([OH:7])[C@@H:8]([OH:13])[C@@H:9]([OH:12])[CH2:10][O:11]1. The catalyst class is: 5. (3) Reactant: [F:1][CH:2]([CH2:13][CH2:14][C:15]1[N:16]=[N:17][C:18](I)=[CH:19][CH:20]=1)[CH2:3][N:4]1[CH:8]=[C:7]([C:9]([NH:11][CH3:12])=[O:10])[N:6]=[N:5]1.[F:22][C:23]([F:28])([F:27])[C:24]([OH:26])=[O:25].[CH:29]1([O:33][C:34]2[CH:39]=[CH:38][N:37]=[C:36]([CH2:40][C:41]([NH2:43])=[O:42])[CH:35]=2)[CH2:32][CH2:31][CH2:30]1.CC1(C)C2C(=C(P(C3C=CC=CC=3)C3C=CC=CC=3)C=CC=2)OC2C(P(C3C=CC=CC=3)C3C=CC=CC=3)=CC=CC1=2.C([O-])([O-])=O.[Cs+].[Cs+]. Product: [F:22][C:23]([F:28])([F:27])[C:24]([OH:26])=[O:25].[CH:29]1([O:33][C:34]2[CH:39]=[CH:38][N:37]=[C:36]([CH2:40][C:41]([NH:43][C:18]3[N:17]=[N:16][C:15]([CH2:14][CH2:13][CH:2]([F:1])[CH2:3][N:4]4[CH:8]=[C:7]([C:9]([NH:11][CH3:12])=[O:10])[N:6]=[N:5]4)=[CH:20][CH:19]=3)=[O:42])[CH:35]=2)[CH2:30][CH2:31][CH2:32]1. The catalyst class is: 77. (4) Reactant: [CH2:1]([CH:3]1[CH2:8][CH2:7][CH:6]([N:9]2[CH:13]=[C:12]([CH2:14][OH:15])[N:11]=[CH:10]2)[CH2:5][CH2:4]1)[CH3:2].C(=O)(O)[O-].[Na+].II.S([O-])([O-])(=O)=S.[Na+].[Na+]. Product: [CH2:1]([C@H:3]1[CH2:4][CH2:5][C@H:6]([N:9]2[CH:13]=[C:12]([CH:14]=[O:15])[N:11]=[CH:10]2)[CH2:7][CH2:8]1)[CH3:2]. The catalyst class is: 93. (5) Reactant: C[O:2][C:3](=[O:28])/[CH:4]=[CH:5]/[C:6]1[CH:7]=[C:8]2[C:24](=[CH:25][CH:26]=1)[O:23][C:11]1([CH2:14][N:13]([CH2:15][CH2:16][C:17]3[CH:22]=[CH:21][CH:20]=[CH:19][CH:18]=3)[CH2:12]1)[CH2:10][C:9]2=[O:27].Cl. The catalyst class is: 52. Product: [C:17]1([CH2:16][CH2:15][N:13]2[CH2:14][C:11]3([CH2:10][C:9](=[O:27])[C:8]4[C:24](=[CH:25][CH:26]=[C:6](/[CH:5]=[CH:4]/[C:3]([OH:28])=[O:2])[CH:7]=4)[O:23]3)[CH2:12]2)[CH:18]=[CH:19][CH:20]=[CH:21][CH:22]=1.